This data is from Full USPTO retrosynthesis dataset with 1.9M reactions from patents (1976-2016). The task is: Predict the reactants needed to synthesize the given product. Given the product [Cl:8][C:7]1[C:2]([Cl:1])=[CH:3][C:4]([CH2:9][O:10][Si:18]([C:21]([CH3:24])([CH3:23])[CH3:22])([CH3:20])[CH3:19])=[CH:5][N:6]=1, predict the reactants needed to synthesize it. The reactants are: [Cl:1][C:2]1[CH:3]=[C:4]([CH2:9][OH:10])[CH:5]=[N:6][C:7]=1[Cl:8].CCN(CC)CC.[Si:18](Cl)([C:21]([CH3:24])([CH3:23])[CH3:22])([CH3:20])[CH3:19].